Predict the product of the given reaction. From a dataset of Forward reaction prediction with 1.9M reactions from USPTO patents (1976-2016). (1) Given the reactants CCCP(=O)=O.[CH3:7][N:8]1[CH:12]=[C:11]([C:13](O)=[O:14])[C:10]([CH3:16])=[N:9]1.[CH3:17][O:18][C:19]1[CH:24]=[CH:23][C:22]([CH:25]2[CH2:30][CH2:29][CH2:28][NH:27][CH2:26]2)=[C:21]([CH3:31])[CH:20]=1.C(N(CC)CC)C, predict the reaction product. The product is: [CH3:7][N:8]1[CH:12]=[C:11]([C:13]([N:27]2[CH2:28][CH2:29][CH2:30][CH:25]([C:22]3[CH:23]=[CH:24][C:19]([O:18][CH3:17])=[CH:20][C:21]=3[CH3:31])[CH2:26]2)=[O:14])[C:10]([CH3:16])=[N:9]1. (2) Given the reactants [C:1]([O:5][C:6]([N:8]1[CH2:16][C@@H:15]2[C@H:10]([O:11][CH2:12][C:13]3[N:14]2[N:17]=[N:18][C:19]=3[C:20]2[CH2:21][CH2:22][O:23][CH2:24][CH:25]=2)[CH2:9]1)=[O:7])([CH3:4])([CH3:3])[CH3:2].C([O-])=O.[NH4+].C(Cl)Cl.O, predict the reaction product. The product is: [C:1]([O:5][C:6]([N:8]1[CH2:16][C@@H:15]2[C@H:10]([O:11][CH2:12][C:13]3[N:14]2[N:17]=[N:18][C:19]=3[CH:20]2[CH2:21][CH2:22][O:23][CH2:24][CH2:25]2)[CH2:9]1)=[O:7])([CH3:4])([CH3:2])[CH3:3]. (3) Given the reactants [CH2:1]([NH:5][C:6]1[N:11]=[CH:10][C:9]([C:12]([C:14]2[C:22]3[C:17](=[N:18][CH:19]=[CH:20][CH:21]=3)[NH:16][CH:15]=2)=O)=[CH:8][CH:7]=1)[CH:2]([CH3:4])[CH3:3].C1(CNC2N=CC(C(C3C4C(=NC=CC=4)NC=3)=O)=CC=2)CC1, predict the reaction product. The product is: [CH:2]1([CH2:1][NH:5][C:6]2[CH:7]=[CH:8][C:9]([CH2:12][C:14]3[C:22]4[C:17](=[N:18][CH:19]=[CH:20][CH:21]=4)[NH:16][CH:15]=3)=[CH:10][N:11]=2)[CH2:4][CH2:3]1. (4) The product is: [CH3:1][O:2][N:3]([CH3:14])[C:4](=[O:13])[C:5]1[CH:10]=[CH:9][C:8]([F:11])=[CH:7][C:6]=1[NH:12][CH2:15][CH3:16]. Given the reactants [CH3:1][O:2][N:3]([CH3:14])[C:4](=[O:13])[C:5]1[CH:10]=[CH:9][C:8]([F:11])=[CH:7][C:6]=1[NH2:12].[CH:15](=O)[CH3:16].CC(O)=O.C(O[BH-](OC(=O)C)OC(=O)C)(=O)C.[Na+], predict the reaction product. (5) Given the reactants C(O[C:4](=[O:10])[C:5]([O:7][CH2:8][CH3:9])=[O:6])C.[O-]CC.[Na+].CCO.[S:18]1[C:27]2[C:22](=[CH:23][CH:24]=[CH:25][CH:26]=2)[C:21](=[O:28])[CH2:20][CH2:19]1, predict the reaction product. The product is: [O:10]=[C:4]([CH:20]1[C:21](=[O:28])[C:22]2[C:27](=[CH:26][CH:25]=[CH:24][CH:23]=2)[S:18][CH2:19]1)[C:5]([O:7][CH2:8][CH3:9])=[O:6]. (6) Given the reactants [Cl:1][C:2]1[CH:3]=[C:4]([NH:9][C:10]2[C:19]3[C:14](=[CH:15][CH:16]=[CH:17][C:18]=3[O:20][C@H:21]([CH3:28])[CH2:22][N:23]([CH3:27])[C:24](=[O:26])[CH3:25])[N:13]=[CH:12][N:11]=2)[CH:5]=[CH:6][C:7]=1[OH:8].[F:29][C:30]1[CH:31]=[C:32]([CH:35]=[CH:36][CH:37]=1)[CH2:33]Cl, predict the reaction product. The product is: [Cl:1][C:2]1[CH:3]=[C:4]([NH:9][C:10]2[C:19]3[C:14](=[CH:15][CH:16]=[CH:17][C:18]=3[O:20][C@H:21]([CH3:28])[CH2:22][N:23]([CH3:27])[C:24](=[O:26])[CH3:25])[N:13]=[CH:12][N:11]=2)[CH:5]=[CH:6][C:7]=1[O:8][CH2:33][C:32]1[CH:35]=[CH:36][CH:37]=[C:30]([F:29])[CH:31]=1.